This data is from Forward reaction prediction with 1.9M reactions from USPTO patents (1976-2016). The task is: Predict the product of the given reaction. (1) Given the reactants [C:1]([C:3]1[CH:4]=[C:5]2[C:9](=[CH:10][CH:11]=1)[N:8]([CH2:12][C:13]1[CH:18]=[CH:17][CH:16]=[C:15]([O:19][C:20]([F:23])([F:22])[F:21])[CH:14]=1)[C:7]([C:24]([OH:26])=O)=[CH:6]2)#[N:2].[NH2:27][CH2:28][CH2:29][CH:30]([OH:32])[CH3:31], predict the reaction product. The product is: [OH:32][CH:30]([CH3:31])[CH2:29][CH2:28][NH:27][C:24]([C:7]1[N:8]([CH2:12][C:13]2[CH:18]=[CH:17][CH:16]=[C:15]([O:19][C:20]([F:21])([F:22])[F:23])[CH:14]=2)[C:9]2[C:5]([CH:6]=1)=[CH:4][C:3]([C:1]#[N:2])=[CH:11][CH:10]=2)=[O:26]. (2) Given the reactants [CH:1]1[N:10]=[CH:9][CH:8]=[C:7]2[C:2]=1[C:3]1[CH:15]=[CH:14][CH:13]=[CH:12][C:4]=1[NH:5][C:6]2=O.P(Cl)(Cl)([Cl:18])=O, predict the reaction product. The product is: [Cl:18][C:6]1[C:7]2[C:2](=[CH:1][N:10]=[CH:9][CH:8]=2)[C:3]2[CH:15]=[CH:14][CH:13]=[CH:12][C:4]=2[N:5]=1. (3) Given the reactants N#N.[Cl:3][C:4]1[CH:27]=[CH:26][CH:25]=[CH:24][C:5]=1[CH2:6][O:7][C:8](=[O:23])[NH:9][C:10]1[CH:11]=[N:12][N:13]([CH2:15][C:16]2[N:17]=[C:18]([CH2:21][OH:22])[O:19][CH:20]=2)[CH:14]=1.C(C#N)(C)=[O:29], predict the reaction product. The product is: [Cl:3][C:4]1[CH:27]=[CH:26][CH:25]=[CH:24][C:5]=1[CH2:6][O:7][C:8](=[O:23])[NH:9][C:10]1[CH:11]=[N:12][N:13]([CH2:15][C:16]2[N:17]=[C:18]([CH:21]([OH:29])[OH:22])[O:19][CH:20]=2)[CH:14]=1. (4) Given the reactants Cl[C:2]1[N:7]=[CH:6][N:5]=[C:4]([NH:8][C:9]2[CH:14]=[CH:13][C:12]([N:15]3[CH2:20][CH2:19][N:18]([CH:21]4[CH2:24][O:23][CH2:22]4)[CH2:17][CH2:16]3)=[CH:11][CH:10]=2)[N:3]=1.[S:25]1[CH2:30][CH2:29][CH:28]([O:31][C:32]2[CH:39]=[CH:38][C:37](B3OC(C)(C)C(C)(C)O3)=[CH:36][C:33]=2[C:34]#[N:35])[CH2:27][CH2:26]1.C(=O)([O-])[O-].[Na+].[Na+], predict the reaction product. The product is: [O:23]1[CH2:24][CH:21]([N:18]2[CH2:19][CH2:20][N:15]([C:12]3[CH:13]=[CH:14][C:9]([NH:8][C:4]4[N:5]=[CH:6][N:7]=[C:2]([C:37]5[CH:38]=[CH:39][C:32]([O:31][CH:28]6[CH2:29][CH2:30][S:25][CH2:26][CH2:27]6)=[C:33]([CH:36]=5)[C:34]#[N:35])[N:3]=4)=[CH:10][CH:11]=3)[CH2:16][CH2:17]2)[CH2:22]1. (5) Given the reactants [OH:1][C:2]1[C:3]2[S:20][CH:19]=[CH:18][C:4]=2[N:5]([CH3:17])[C:6](=[O:16])[C:7]=1[C:8]([NH:10][CH2:11][C:12]([O:14]C)=[O:13])=[O:9].Cl.NCC(OC)=O.OC1C2SC=CC=2N(C)C(=O)C=1C(OCC)=O, predict the reaction product. The product is: [OH:1][C:2]1[C:3]2[S:20][CH:19]=[CH:18][C:4]=2[N:5]([CH3:17])[C:6](=[O:16])[C:7]=1[C:8]([NH:10][CH2:11][C:12]([OH:14])=[O:13])=[O:9].